Dataset: Forward reaction prediction with 1.9M reactions from USPTO patents (1976-2016). Task: Predict the product of the given reaction. (1) The product is: [Cl:1][C:2]1[CH:7]=[CH:6][C:5]([O:8][CH3:9])=[CH:4][C:3]=1[CH:10]([CH3:21])[C:11]([C:13]1[CH:14]=[CH:15][C:16](=[O:20])[N:17]([CH3:19])[CH:18]=1)([OH:12])[C:23]([F:25])([F:24])[F:22]. Given the reactants [Cl:1][C:2]1[CH:7]=[CH:6][C:5]([O:8][CH3:9])=[CH:4][C:3]=1[CH:10]([CH3:21])[C:11]([C:13]1[CH:14]=[CH:15][C:16](=[O:20])[N:17]([CH3:19])[CH:18]=1)=[O:12].[F:22][C:23]([Si](C)(C)C)([F:25])[F:24].[F-].C[N+](C)(C)C, predict the reaction product. (2) Given the reactants [NH2:1][C:2]1[CH:3]=[C:4]([Cl:14])[C:5]([F:13])=[C:6]([C:8]([CH:10]2[CH2:12][CH2:11]2)=[O:9])[CH:7]=1.[C:15](OC(=O)C)(=[O:17])[CH3:16].C(N(CC)CC)C, predict the reaction product. The product is: [Cl:14][C:4]1[CH:3]=[C:2]([NH:1][C:15](=[O:17])[CH3:16])[CH:7]=[C:6]([C:8]([CH:10]2[CH2:11][CH2:12]2)=[O:9])[C:5]=1[F:13]. (3) Given the reactants [OH:1][CH:2]1[CH2:8][CH2:7][CH2:6][N:5]([C:9]([O:11][CH2:12][C:13]2[CH:18]=[CH:17][CH:16]=[CH:15][CH:14]=2)=[O:10])[CH2:4][CH:3]1[NH:19][C:20](=[O:27])[C:21]1[CH:26]=[CH:25][CH:24]=[CH:23][N:22]=1.CC(OI1(OC(C)=O)(OC(C)=O)OC(=O)C2C=CC=CC1=2)=O, predict the reaction product. The product is: [O:1]=[C:2]1[CH2:8][CH2:7][CH2:6][N:5]([C:9]([O:11][CH2:12][C:13]2[CH:18]=[CH:17][CH:16]=[CH:15][CH:14]=2)=[O:10])[CH2:4][CH:3]1[NH:19][C:20](=[O:27])[C:21]1[CH:26]=[CH:25][CH:24]=[CH:23][N:22]=1. (4) Given the reactants [Na].[CH3:2][CH2:3][CH2:4][CH2:5][CH:6]([CH2:9][O:10][C:11]([CH2:13][CH:14]([S:26]([OH:29])(=[O:28])=[O:27])[C:15]([O:17][CH2:18][CH:19]([CH2:22][CH2:23][CH2:24][CH3:25])[CH2:20][CH3:21])=[O:16])=[O:12])[CH2:7][CH3:8].Cl.ClCCl.[CH:34]#[C:35][CH2:36][NH:37][C@H:38]1[C:42]2[CH:43]=[CH:44][CH:45]=[CH:46][C:41]=2[CH2:40][CH2:39]1, predict the reaction product. The product is: [CH:34]#[C:35][CH2:36][NH:37][C@H:38]1[C:42]2[CH:43]=[CH:44][CH:45]=[CH:46][C:41]=2[CH2:40][CH2:39]1.[CH3:2][CH2:3][CH2:4][CH2:5][CH:6]([CH2:9][O:10][C:11]([CH2:13][CH:14]([S:26]([OH:29])(=[O:28])=[O:27])[C:15]([O:17][CH2:18][CH:19]([CH2:22][CH2:23][CH2:24][CH3:25])[CH2:20][CH3:21])=[O:16])=[O:12])[CH2:7][CH3:8]. (5) The product is: [NH2:49][CH2:48][C:47]1[CH:60]=[CH:61][CH:62]=[CH:63][C:46]=1[CH2:45][O:44][C:40]1[CH:41]=[C:42]([CH3:43])[N:37]([CH2:36][C:35]2[CH:34]=[C:33]([CH:68]=[CH:67][CH:66]=2)[CH2:32][NH:31][C:10](=[O:12])[CH2:9][NH:8][C:1](=[O:2])[O:3][C:4]([CH3:5])([CH3:6])[CH3:7])[C:38](=[O:65])[C:39]=1[Cl:64]. Given the reactants [C:1]([NH:8][CH2:9][C:10]([OH:12])=O)([O:3][C:4]([CH3:7])([CH3:6])[CH3:5])=[O:2].CN1CCOCC1.ClC1N=C(OC)N=C(OC)N=1.[NH2:31][CH2:32][C:33]1[CH:34]=[C:35]([CH:66]=[CH:67][CH:68]=1)[CH2:36][N:37]1[C:42]([CH3:43])=[CH:41][C:40]([O:44][CH2:45][C:46]2[CH:63]=[CH:62][CH:61]=[CH:60][C:47]=2[CH2:48][N:49]2C(=O)C3C(=CC=CC=3)C2=O)=[C:39]([Cl:64])[C:38]1=[O:65].O.NN, predict the reaction product. (6) The product is: [N:1]1[C:6]2[NH:7][CH:8]=[CH:9][C:5]=2[C:4]([N:10]2[CH2:14][CH2:13][C@@H:12]([N:15]([CH3:24])[C:16]3[N:17]=[C:18]4[NH:23][CH:25]=[N:22][C:19]4=[CH:20][CH:21]=3)[CH2:11]2)=[N:3][CH:2]=1. Given the reactants [N:1]1[C:6]2[NH:7][CH:8]=[CH:9][C:5]=2[C:4]([N:10]2[CH2:14][CH2:13][C@@H:12]([N:15]([CH3:24])[C:16]3[CH:21]=[CH:20][C:19]([NH2:22])=[C:18]([NH2:23])[N:17]=3)[CH2:11]2)=[N:3][CH:2]=1.[CH2:25](OC(OCC)OCC)C.O.CC1C=CC(S(O)(=O)=O)=CC=1, predict the reaction product. (7) Given the reactants Br[C:2]1[C:7]2[N:8]([C:29]3[CH:34]=[CH:33][CH:32]=[CH:31][CH:30]=3)[C:9]([C@@H:11]([NH:13][C:14]3[N:22]=[CH:21][N:20]=[C:19]4[C:15]=3[N:16]=[CH:17][N:18]4[CH:23]3[CH2:28][CH2:27][CH2:26][CH2:25][O:24]3)[CH3:12])=[N:10][C:6]=2[CH:5]=[CH:4][C:3]=1[F:35].[CH:36]1(B(O)O)[CH2:38][CH2:37]1.C([O-])([O-])=O.[Cs+].[Cs+], predict the reaction product. The product is: [CH:36]1([C:2]2[C:7]3[N:8]([C:29]4[CH:30]=[CH:31][CH:32]=[CH:33][CH:34]=4)[C:9]([C@@H:11]([NH:13][C:14]4[N:22]=[CH:21][N:20]=[C:19]5[C:15]=4[N:16]=[CH:17][N:18]5[CH:23]4[CH2:28][CH2:27][CH2:26][CH2:25][O:24]4)[CH3:12])=[N:10][C:6]=3[CH:5]=[CH:4][C:3]=2[F:35])[CH2:38][CH2:37]1.